Dataset: Forward reaction prediction with 1.9M reactions from USPTO patents (1976-2016). Task: Predict the product of the given reaction. (1) The product is: [CH3:11][NH:12][NH:13][C:3]([C:5]1[CH:6]=[N:7][CH:8]=[N:9][CH:10]=1)=[NH:4]. Given the reactants CO[C:3]([C:5]1[CH:6]=[N:7][CH:8]=[N:9][CH:10]=1)=[NH:4].[CH3:11][NH:12][NH2:13], predict the reaction product. (2) Given the reactants [F:1][C:2]1[CH:3]=[C:4]([C@:9]2([OH:17])[O:14][CH2:13][C@@H:12]([CH3:15])[NH:11][C@H:10]2[CH3:16])[CH:5]=[C:6]([F:8])[CH:7]=1.C(N(CC)CC)C.[NH2:25][S:26]([C:29]1[C:30]([Cl:47])=[CH:31][C:32]([NH:40][CH2:41][C:42]2[O:43][CH:44]=[CH:45][CH:46]=2)=[C:33]([CH:39]=1)[C:34]([O:36][CH2:37]Cl)=[O:35])(=[O:28])=[O:27], predict the reaction product. The product is: [NH2:25][S:26]([C:29]1[C:30]([Cl:47])=[CH:31][C:32]([NH:40][CH2:41][C:42]2[O:43][CH:44]=[CH:45][CH:46]=2)=[C:33]([CH:39]=1)[C:34]([O:36][CH2:37][N:11]1[C@H:12]([CH3:15])[CH2:13][O:14][C@:9]([C:4]2[CH:3]=[C:2]([F:1])[CH:7]=[C:6]([F:8])[CH:5]=2)([OH:17])[C@@H:10]1[CH3:16])=[O:35])(=[O:27])=[O:28]. (3) Given the reactants [C:1]1(=[N:7][OH:8])[CH2:6][CH2:5][CH2:4][CH2:3][CH2:2]1.[OH-].[Na+].[CH:11]1([N:17]=[C:18]=[N:19][CH:20]2[CH2:25][CH2:24][CH2:23][CH2:22][CH2:21]2)[CH2:16][CH2:15][CH2:14][CH2:13][CH2:12]1, predict the reaction product. The product is: [CH:20]1([NH:19][C:18](=[N:17][CH:11]2[CH2:16][CH2:15][CH2:14][CH2:13][CH2:12]2)[O:8][N:7]=[C:1]2[CH2:6][CH2:5][CH2:4][CH2:3][CH2:2]2)[CH2:21][CH2:22][CH2:23][CH2:24][CH2:25]1. (4) Given the reactants [CH3:1][C:2]([CH3:32])([CH3:31])[C:3](=[O:30])[CH2:4][O:5][C:6]1[CH:11]=[CH:10][C:9]([C:12]([C:17]2[S:21][C:20]3[CH:22]=[C:23]([C:26](O)=[O:27])[CH:24]=[CH:25][C:19]=3[CH:18]=2)([CH2:15][CH3:16])[CH2:13][CH3:14])=[CH:8][C:7]=1[CH3:29].C(Cl)CCl.Cl.[CH3:38][NH:39][CH3:40], predict the reaction product. The product is: [CH3:38][N:39]([CH3:40])[C:26]([C:23]1[CH:24]=[CH:25][C:19]2[CH:18]=[C:17]([C:12]([C:9]3[CH:10]=[CH:11][C:6]([O:5][CH2:4][C:3](=[O:30])[C:2]([CH3:32])([CH3:31])[CH3:1])=[C:7]([CH3:29])[CH:8]=3)([CH2:15][CH3:16])[CH2:13][CH3:14])[S:21][C:20]=2[CH:22]=1)=[O:27].